This data is from Peptide-MHC class I binding affinity with 185,985 pairs from IEDB/IMGT. The task is: Regression. Given a peptide amino acid sequence and an MHC pseudo amino acid sequence, predict their binding affinity value. This is MHC class I binding data. (1) The peptide sequence is FQTKGLGISY. The MHC is HLA-A68:01 with pseudo-sequence HLA-A68:01. The binding affinity (normalized) is 0. (2) The peptide sequence is VSFIEFVGW. The MHC is HLA-B15:01 with pseudo-sequence HLA-B15:01. The binding affinity (normalized) is 0.213. (3) The peptide sequence is FPVRPQVPV. The MHC is HLA-B54:01 with pseudo-sequence HLA-B54:01. The binding affinity (normalized) is 1.00. (4) The peptide sequence is YQRPFGGQS. The MHC is HLA-B40:01 with pseudo-sequence HLA-B40:01. The binding affinity (normalized) is 0.0847. (5) The peptide sequence is SIMAFILGI. The MHC is HLA-A02:01 with pseudo-sequence HLA-A02:01. The binding affinity (normalized) is 1.00. (6) The peptide sequence is KLYPNVDFY. The MHC is HLA-B27:05 with pseudo-sequence HLA-B27:05. The binding affinity (normalized) is 0.0847. (7) The peptide sequence is QEKAPDVGEL. The MHC is HLA-B45:01 with pseudo-sequence HLA-B45:01. The binding affinity (normalized) is 0.181. (8) The peptide sequence is TSAFNKKTFD. The MHC is H-2-Db with pseudo-sequence H-2-Db. The binding affinity (normalized) is 0. (9) The peptide sequence is PTLLFLKVPA. The MHC is Mamu-A02 with pseudo-sequence Mamu-A02. The binding affinity (normalized) is 0.212. (10) The peptide sequence is RLQLIMPAR. The MHC is HLA-A68:02 with pseudo-sequence HLA-A68:02. The binding affinity (normalized) is 0.